This data is from Full USPTO retrosynthesis dataset with 1.9M reactions from patents (1976-2016). The task is: Predict the reactants needed to synthesize the given product. (1) Given the product [Cl:1][C:2]1[CH:3]=[C:4]([NH:9][C:10]2[N:15]=[C:14]([N:16]3[CH:20]=[CH:19][C:18]([C:21]([F:24])([F:23])[F:22])=[N:17]3)[C:13]([C:25]3[CH:30]=[CH:29][N:28]=[C:27]([C:31]([NH2:34])=[O:33])[CH:26]=3)=[CH:12][N:11]=2)[CH:5]=[CH:6][C:7]=1[F:8], predict the reactants needed to synthesize it. The reactants are: [Cl:1][C:2]1[CH:3]=[C:4]([NH:9][C:10]2[N:15]=[C:14]([N:16]3[CH:20]=[CH:19][C:18]([C:21]([F:24])([F:23])[F:22])=[N:17]3)[C:13]([C:25]3[CH:30]=[CH:29][N:28]=[C:27]([C:31]([OH:33])=O)[CH:26]=3)=[CH:12][N:11]=2)[CH:5]=[CH:6][C:7]=1[F:8].[N:34]1C=CC=CC=1.C(OC(OC(C)(C)C)=O)(OC(C)(C)C)=O.C(=O)([O-])O.[NH4+]. (2) Given the product [F:13][C:14]1[CH:19]=[CH:18][C:17]([S:20]([NH:6][C@@H:5]([C:4]([O:3][CH3:2])=[O:12])[CH2:7][C:8]([O:10][CH3:11])=[O:9])(=[O:22])=[O:21])=[CH:16][CH:15]=1, predict the reactants needed to synthesize it. The reactants are: Cl.[CH3:2][O:3][C:4](=[O:12])[C@@H:5]([CH2:7][C:8]([O:10][CH3:11])=[O:9])[NH2:6].[F:13][C:14]1[CH:19]=[CH:18][C:17]([S:20](Cl)(=[O:22])=[O:21])=[CH:16][CH:15]=1.C(N(CC)CC)C. (3) Given the product [CH2:14]([O:3][CH2:2][CH2:1][CH2:7][S:4]([F:12])(=[O:6])=[O:5])[CH3:15], predict the reactants needed to synthesize it. The reactants are: [CH2:1]1[CH2:7][S:4](=[O:6])(=[O:5])[O:3][CH2:2]1.S(Cl)(Cl)=O.[F-:12].[K+].[CH2:14](O)[CH3:15]. (4) The reactants are: Cl[C:2]1[N:7]=[CH:6][C:5]([C:8]([O:10][CH3:11])=[O:9])=[CH:4][CH:3]=1.[Cl:12][C:13]1[S:17][C:16](B(O)O)=[CH:15][CH:14]=1. Given the product [Cl:12][C:13]1[S:17][C:16]([C:2]2[N:7]=[CH:6][C:5]([C:8]([O:10][CH3:11])=[O:9])=[CH:4][CH:3]=2)=[CH:15][CH:14]=1, predict the reactants needed to synthesize it. (5) The reactants are: [NH2:1][C:2]1[C:3]([Cl:14])=[CH:4][C:5]([CH2:10][CH2:11][CH:12]=[O:13])=[C:6]([CH:9]=1)[C:7]#[N:8].C1COCC1.[BH4-].[Na+]. Given the product [NH2:1][C:2]1[C:3]([Cl:14])=[CH:4][C:5]([CH2:10][CH2:11][CH2:12][OH:13])=[C:6]([CH:9]=1)[C:7]#[N:8], predict the reactants needed to synthesize it. (6) Given the product [CH2:16]([C:13]1[O:12][C:11]([C:8]2[CH:7]=[CH:6][C:5]([CH:26]([O:25][CH3:24])[C:27]([OH:22])=[O:20])=[CH:10][CH:9]=2)=[N:15][N:14]=1)[CH3:17], predict the reactants needed to synthesize it. The reactants are: ClC(Cl)(Cl)C([C:5]1[CH:10]=[CH:9][C:8]([C:11]2[O:12][C:13]([CH2:16][CH3:17])=[N:14][N:15]=2)=[CH:7][CH:6]=1)O.[OH-:20].[Na+].[O:22]1[CH2:27][CH2:26][O:25][CH2:24]C1. (7) Given the product [CH2:35]([O:34][C:31]([C:2]1[CH:11]=[C:10]2[C:5]([O:6][CH2:7][CH2:8][N:9]2[S:12]([C:15]2[CH:20]=[C:19]([Cl:21])[CH:18]=[CH:17][C:16]=2[O:22][CH3:23])(=[O:14])=[O:13])=[N:4][CH:3]=1)=[O:33])[CH3:36], predict the reactants needed to synthesize it. The reactants are: Br[C:2]1[CH:11]=[C:10]2[C:5]([O:6][CH2:7][CH2:8][N:9]2[S:12]([C:15]2[CH:20]=[C:19]([Cl:21])[CH:18]=[CH:17][C:16]=2[O:22][CH3:23])(=[O:14])=[O:13])=[N:4][CH:3]=1.C(N(CC)CC)C.[C:31]([O:34][CH2:35][CH3:36])(=[O:33])C. (8) Given the product [CH2:31]([O:29][C:28](=[O:30])[CH2:27][NH:26][CH2:22][C:21]1[CH:24]=[CH:25][C:18]([O:17][CH2:16][CH2:15][N:13]2[C:12]3[CH:11]=[CH:10][CH:9]=[CH:8][C:7]=3[S:6][C:5]3[C:14]2=[CH:1][CH:2]=[CH:3][CH:4]=3)=[CH:19][CH:20]=1)[CH3:32], predict the reactants needed to synthesize it. The reactants are: [CH:1]1[C:14]2[N:13]([CH2:15][CH2:16][O:17][C:18]3[CH:25]=[CH:24][C:21]([CH:22]=O)=[CH:20][CH:19]=3)[C:12]3[C:7](=[CH:8][CH:9]=[CH:10][CH:11]=3)[S:6][C:5]=2[CH:4]=[CH:3][CH:2]=1.[NH2:26][CH2:27][C:28]([OH:30])=[O:29].[CH2:31](N(CC)CC)[CH3:32].[BH4-].[Na+]. (9) Given the product [F:29][C:4]1[CH:3]=[C:2]([NH:1][C:40]([NH:39][C:37](=[O:38])[CH2:36][C:30]2[CH:31]=[CH:32][CH:33]=[CH:34][CH:35]=2)=[O:41])[CH:28]=[CH:27][C:5]=1[O:6][C:7]1[CH:12]=[CH:11][N:10]=[C:9]([NH:13][C:14]([N:16]2[CH2:21][CH2:20][CH:19]([CH2:22][N:23]3[CH2:24][CH2:25][CH2:26]3)[CH2:18][CH2:17]2)=[O:15])[CH:8]=1, predict the reactants needed to synthesize it. The reactants are: [NH2:1][C:2]1[CH:28]=[CH:27][C:5]([O:6][C:7]2[CH:12]=[CH:11][N:10]=[C:9]([NH:13][C:14]([N:16]3[CH2:21][CH2:20][CH:19]([CH2:22][N:23]4[CH2:26][CH2:25][CH2:24]4)[CH2:18][CH2:17]3)=[O:15])[CH:8]=2)=[C:4]([F:29])[CH:3]=1.[C:30]1([CH2:36][C:37]([N:39]=[C:40]=[O:41])=[O:38])[CH:35]=[CH:34][CH:33]=[CH:32][CH:31]=1.C(OCC)C.